This data is from Reaction yield outcomes from USPTO patents with 853,638 reactions. The task is: Predict the reaction yield, written as a fraction of the theoretical maximum amount of product (1.0 means a 100% yield; for example, 0.34 means a 34% yield). (1) The reactants are [N:1]1[CH:6]=[CH:5][CH:4]=[C:3]([C:7]2[CH:12]=[CH:11][C:10]([CH3:13])=[CH:9][CH:8]=2)[CH:2]=1.[O-:14][Mn](=O)(=O)=O.[K+].[OH2:20]. The catalyst is N1C=CC=CC=1. The product is [N:1]1[CH:6]=[CH:5][CH:4]=[C:3]([C:7]2[CH:8]=[CH:9][C:10]([C:13]([OH:14])=[O:20])=[CH:11][CH:12]=2)[CH:2]=1. The yield is 0.760. (2) The reactants are Br[C:2]1[CH:3]=[CH:4][C:5]([F:17])=[C:6]([NH:9][C:10]([C:12]2[S:13][CH:14]=[CH:15][CH:16]=2)=[O:11])[C:7]=1[F:8].[Cl:18][C:19]1[C:20](B2OC(C)(C)C(C)(C)O2)=[CH:21][C:22]2[S:26][CH:25]=[N:24][C:23]=2[CH:27]=1.C(=O)([O-])[O-].[Na+].[Na+].CC(=O)OCC.[Cl-].[Na+].O. The catalyst is COCCOC.CCO.O.[Pd].C1(P(C2C=CC=CC=2)C2C=CC=CC=2)C=CC=CC=1.C1(P(C2C=CC=CC=2)C2C=CC=CC=2)C=CC=CC=1.C1(P(C2C=CC=CC=2)C2C=CC=CC=2)C=CC=CC=1.C1(P(C2C=CC=CC=2)C2C=CC=CC=2)C=CC=CC=1. The product is [F:17][C:5]1[CH:4]=[CH:3][CH:2]=[C:7]([F:8])[C:6]=1[NH:9][C:10]([C:12]1[S:13][C:14]([C:20]2[C:19]([Cl:18])=[CH:27][C:23]3[N:24]=[CH:25][S:26][C:22]=3[CH:21]=2)=[CH:15][CH:16]=1)=[O:11]. The yield is 0.729. (3) The reactants are C([NH:8][C:9]1[C:29]2[CH2:28][CH2:27][CH2:26][C:25]=2[C:12]2[O:13][CH2:14][CH:15]([C:16]3[CH:21]=[CH:20][C:19]([CH:22]([CH3:24])[CH3:23])=[CH:18][CH:17]=3)[C:11]=2[C:10]=1[CH3:30])C1C=CC=CC=1. The catalyst is CCCCCC.C(OCC)(=O)C. The product is [CH:22]([C:19]1[CH:18]=[CH:17][C:16]([CH:15]2[CH2:14][O:13][C:12]3[C:25]4[CH2:26][CH2:27][CH2:28][C:29]=4[C:9]([NH2:8])=[C:10]([CH3:30])[C:11]2=3)=[CH:21][CH:20]=1)([CH3:24])[CH3:23]. The yield is 0.910. (4) The reactants are [CH:1]([O:4][C:5]1[CH:10]=[CH:9][C:8]([C:11]2[O:15][N:14]=[C:13]3[C:16]4[C:21]([CH2:22][CH2:23][C:12]=23)=[CH:20][C:19]([CH:24]=C)=[CH:18][CH:17]=4)=[CH:7][C:6]=1[C:26]([F:29])([F:28])[F:27])([CH3:3])[CH3:2].C[N+]1([O-])CC[O:34]CC1.I([O-])(=O)(=O)=O.[Na+]. The catalyst is C1COCC1.O.[Os](=O)(=O)(=O)=O. The product is [CH:1]([O:4][C:5]1[CH:10]=[CH:9][C:8]([C:11]2[O:15][N:14]=[C:13]3[C:16]4[C:21]([CH2:22][CH2:23][C:12]=23)=[CH:20][C:19]([CH:24]=[O:34])=[CH:18][CH:17]=4)=[CH:7][C:6]=1[C:26]([F:28])([F:27])[F:29])([CH3:3])[CH3:2]. The yield is 0.332. (5) The reactants are Br[C:2]1[CH:3]=[CH:4][C:5]2[O:10][CH2:9][CH2:8][N:7]([C:11]3[S:12][C:13]4[CH2:14]C(C)(C)N[C:17](=O)[C:18]=4[N:19]=3)[C:6]=2[CH:23]=1.[N:24]1[CH:29]=[C:28](B(O)O)[CH:27]=[N:26][CH:25]=1.[O-]P([O-])([O-])=O.[K+].[K+].[K+].[OH2:41]. The catalyst is COCCOC.C1C=CC([P]([Pd]([P](C2C=CC=CC=2)(C2C=CC=CC=2)C2C=CC=CC=2)([P](C2C=CC=CC=2)(C2C=CC=CC=2)C2C=CC=CC=2)[P](C2C=CC=CC=2)(C2C=CC=CC=2)C2C=CC=CC=2)(C2C=CC=CC=2)C2C=CC=CC=2)=CC=1. The product is [CH3:5][C:6]1([CH3:23])[NH:7][C:14](=[O:41])[C:13]2[S:12][C:11]([N:7]3[C:6]4[CH:23]=[C:2]([C:28]5[CH:29]=[N:24][CH:25]=[N:26][CH:27]=5)[CH:3]=[CH:4][C:5]=4[O:10][CH2:9][CH2:8]3)=[N:19][C:18]=2[CH2:17]1. The yield is 0.0600. (6) The product is [F:1][C:2]1[C:12]([SH:13])=[CH:11][CH:10]=[CH:9][C:3]=1[C:4]([O:6][CH2:7][CH3:8])=[O:5]. The reactants are [F:1][C:2]1[C:12]([S:13]CC2C=CC(OC)=CC=2)=[CH:11][CH:10]=[CH:9][C:3]=1[C:4]([O:6][CH2:7][CH3:8])=[O:5]. The catalyst is C(O)(C(F)(F)F)=O. The yield is 0.620.